The task is: Predict the reactants needed to synthesize the given product.. This data is from Full USPTO retrosynthesis dataset with 1.9M reactions from patents (1976-2016). (1) Given the product [CH2:14]([O:13][C:11]([C:10]1[N:3]2[N:4]=[C:5]([Cl:8])[CH:6]=[CH:7][C:2]2=[N:1][C:16]=1[CH3:18])=[O:12])[CH3:15], predict the reactants needed to synthesize it. The reactants are: [NH2:1][C:2]1[N:3]=[N:4][C:5]([Cl:8])=[CH:6][CH:7]=1.Cl[CH:10]([C:16]([CH3:18])=O)[C:11]([O:13][CH2:14][CH3:15])=[O:12]. (2) Given the product [CH3:13][O:14][C:15]1[CH:22]=[CH:21][CH:20]=[CH:19][C:16]=1[CH2:17][NH:18][C:2]1[CH:11]=[CH:10][C:9]2[C:4](=[CH:5][CH:6]=[C:7]([NH:18][CH2:17][C:16]3[CH:19]=[CH:20][CH:21]=[CH:22][C:15]=3[O:14][CH3:13])[CH:8]=2)[N:3]=1, predict the reactants needed to synthesize it. The reactants are: Cl[C:2]1[CH:11]=[CH:10][C:9]2[C:4](=[CH:5][CH:6]=[C:7](Cl)[CH:8]=2)[N:3]=1.[CH3:13][O:14][C:15]1[CH:22]=[CH:21][CH:20]=[CH:19][C:16]=1[CH2:17][NH2:18]. (3) The reactants are: S(=O)(=O)(O)O.[CH3:6][C@H:7]1[CH2:12][N:11](S(C2C=CC(C)=CC=2)(=O)=O)[C:10]2[CH:23]=[C:24]([C:27]3[CH:32]=[CH:31][C:30]([S:33]([CH3:36])(=[O:35])=[O:34])=[CH:29][CH:28]=3)[N:25]=[CH:26][C:9]=2[N:8]1[C:37](=[O:39])[CH3:38].[OH-].[Na+]. Given the product [CH3:6][C@H:7]1[CH2:12][NH:11][C:10]2[CH:23]=[C:24]([C:27]3[CH:28]=[CH:29][C:30]([S:33]([CH3:36])(=[O:35])=[O:34])=[CH:31][CH:32]=3)[N:25]=[CH:26][C:9]=2[N:8]1[C:37](=[O:39])[CH3:38], predict the reactants needed to synthesize it. (4) Given the product [Cl:1][C:2]1[CH:7]=[CH:6][CH:5]=[CH:4][C:3]=1[CH:8]([CH3:11])[CH2:9][NH2:10], predict the reactants needed to synthesize it. The reactants are: [Cl:1][C:2]1[CH:7]=[CH:6][CH:5]=[CH:4][C:3]=1[CH:8]([CH3:11])[C:9]#[N:10].B.C1COCC1. (5) The reactants are: [F-].C([N+](CCCC)(CCCC)CCCC)CCC.[Cl:19][C:20]1[CH:21]=[CH:22][C:23]2[N:24]([N:30]=[C:31]([C:44]3[CH:48]=[CH:47][O:46][CH:45]=3)[C:32]=2[CH2:33][C:34]2[N:39]=[C:38]([C:40]([O:42][CH3:43])=[O:41])[CH:37]=[CH:36][CH:35]=2)[C:25]=1[Si](C)(C)C.[Cl-].[NH4+]. Given the product [Cl:19][C:20]1[CH:21]=[CH:22][C:23]2[N:24]([N:30]=[C:31]([C:44]3[CH:48]=[CH:47][O:46][CH:45]=3)[C:32]=2[CH2:33][C:34]2[N:39]=[C:38]([C:40]([O:42][CH3:43])=[O:41])[CH:37]=[CH:36][CH:35]=2)[CH:25]=1, predict the reactants needed to synthesize it. (6) Given the product [CH2:1]([N:8]1[C:9](=[O:12])[CH2:10][O:18][C@@H:17]2[CH2:16][CH2:15][C:14]([F:20])([F:19])[C@@H:13]12)[C:2]1[CH:7]=[CH:6][CH:5]=[CH:4][CH:3]=1, predict the reactants needed to synthesize it. The reactants are: [CH2:1]([N:8]([C@H:13]1[C@H:17]([OH:18])[CH2:16][CH2:15][C:14]1([F:20])[F:19])[C:9](=[O:12])[CH2:10]Cl)[C:2]1[CH:7]=[CH:6][CH:5]=[CH:4][CH:3]=1.CC([O-])(C)C.[K+].C1COCC1. (7) Given the product [Cl:32][C:29]1[CH:28]=[N:27][C:26]([NH:3][CH2:4][C:5]2[N:10]=[C:9]([CH3:11])[N:8]=[C:7]([O:12][C:13]3[CH:14]=[CH:15][C:16]([CH2:19][S:20]([NH:23][CH3:24])(=[O:22])=[O:21])=[CH:17][CH:18]=3)[CH:6]=2)=[N:31][CH:30]=1, predict the reactants needed to synthesize it. The reactants are: [F-].[K+].[NH2:3][CH2:4][C:5]1[N:10]=[C:9]([CH3:11])[N:8]=[C:7]([O:12][C:13]2[CH:18]=[CH:17][C:16]([CH2:19][S:20]([NH:23][CH3:24])(=[O:22])=[O:21])=[CH:15][CH:14]=2)[CH:6]=1.Cl[C:26]1[N:31]=[CH:30][C:29]([Cl:32])=[CH:28][N:27]=1. (8) Given the product [NH2:1][C:2]1[C:31]([Cl:32])=[CH:30][C:5]([C:6]([NH:8][CH2:9][C@@H:10]2[O:15][CH2:14][CH2:13][N:12]([CH2:16][CH:17]3[CH2:22][CH2:21][N:20]([C:23]([N:36]4[CH2:39][CH2:38][CH2:37]4)=[O:24])[CH2:19][CH2:18]3)[CH2:11]2)=[O:7])=[C:4]([O:33][CH2:34][CH3:35])[CH:3]=1, predict the reactants needed to synthesize it. The reactants are: [NH2:1][C:2]1[C:31]([Cl:32])=[CH:30][C:5]([C:6]([NH:8][CH2:9][C@@H:10]2[O:15][CH2:14][CH2:13][N:12]([CH2:16][CH:17]3[CH2:22][CH2:21][N:20]([C:23](C4NC=CN=4)=[O:24])[CH2:19][CH2:18]3)[CH2:11]2)=[O:7])=[C:4]([O:33][CH2:34][CH3:35])[CH:3]=1.[NH:36]1[CH2:39][CH2:38][CH2:37]1.